Dataset: Full USPTO retrosynthesis dataset with 1.9M reactions from patents (1976-2016). Task: Predict the reactants needed to synthesize the given product. Given the product [NH2:1][C:2]1[C:3]([C:12]2[S:34][C:16]([C:17]([OH:23])([CH3:22])[C:18]([F:21])([F:20])[F:19])=[N:15][N:14]=2)=[N:4][CH:5]=[C:6]([C:8]([F:11])([F:10])[F:9])[CH:7]=1, predict the reactants needed to synthesize it. The reactants are: [NH2:1][C:2]1[C:3]([C:12]([NH:14][NH:15][C:16](=O)[C:17]([OH:23])([CH3:22])[C:18]([F:21])([F:20])[F:19])=O)=[N:4][CH:5]=[C:6]([C:8]([F:11])([F:10])[F:9])[CH:7]=1.COC1C=CC(P2(SP(C3C=CC(OC)=CC=3)(=S)S2)=[S:34])=CC=1.